From a dataset of Full USPTO retrosynthesis dataset with 1.9M reactions from patents (1976-2016). Predict the reactants needed to synthesize the given product. (1) Given the product [NH:40]1[C:5]2[C:4](=[CH:9][CH:8]=[CH:7][CH:6]=2)[C:3]([CH:10]2[C:23]3[C:18](=[CH:19][CH:20]=[CH:21][CH:22]=3)[C:13]3[CH:14]=[CH:15][CH:16]=[CH:17][C:12]=3[N:11]2[C:24](=[O:28])[C:25]([NH:31][CH3:29])=[O:27])=[CH:39]1, predict the reactants needed to synthesize it. The reactants are: N1[C:9]2[C:4](=[CH:5][CH:6]=[CH:7][CH:8]=2)[C:3]([CH:10]2[C:23]3[C:18](=[CH:19][CH:20]=[CH:21][CH:22]=3)[C:17]3[CH:16]=[CH:15][CH:14]=[CH:13][C:12]=3[N:11]2[C:24](=[O:28])[C:25]([OH:27])=O)=C1.[CH2:29]([N:31](C(C)C)C(C)C)C.[Cl-].[CH3:39][NH3+:40].C1C=CC2N(O)N=NC=2C=1.CN(C(ON1N=NC2C=CC=CC1=2)=[N+](C)C)C.F[P-](F)(F)(F)(F)F. (2) Given the product [C:1]([O:5][C:6]([N:8]([C:26]([C:28]1[C:32]([CH3:33])=[C:31]([CH3:34])[N:30]([C:35]([O:37][C:38]([CH3:41])([CH3:40])[CH3:39])=[O:36])[N:29]=1)=[O:27])[C:9]1[CH:10]=[C:11]2[CH:17]=[C:16]([B:46]3[O:45][C:42]([CH3:44])([CH3:43])[C:60]([CH3:61])([CH3:62])[O:64]3)[N:15]([C:19]([O:21][C:22]([CH3:25])([CH3:24])[CH3:23])=[O:20])[C:12]2=[N:13][CH:14]=1)=[O:7])([CH3:4])([CH3:3])[CH3:2], predict the reactants needed to synthesize it. The reactants are: [C:1]([O:5][C:6]([N:8]([C:26]([C:28]1[C:32]([CH3:33])=[C:31]([CH3:34])[N:30]([C:35]([O:37][C:38]([CH3:41])([CH3:40])[CH3:39])=[O:36])[N:29]=1)=[O:27])[C:9]1[CH:10]=[C:11]2[CH:17]=[C:16](I)[N:15]([C:19]([O:21][C:22]([CH3:25])([CH3:24])[CH3:23])=[O:20])[C:12]2=[N:13][CH:14]=1)=[O:7])([CH3:4])([CH3:3])[CH3:2].[CH:42]([O:45][BH:46]C1OC(C)(C)C(C)(C)O1)([CH3:44])[CH3:43].C([N-][CH:60]([CH3:62])[CH3:61])(C)C.[Li+].[O:64]1CCCC1. (3) Given the product [NH2:1][C:2]1[N:7]=[CH:6][C:5]([C:8]2[CH:13]=[CH:12][C:11](=[O:14])[NH:10][CH:9]=2)=[C:4]([CH2:16][CH3:17])[C:3]=1[C:18]1[CH:19]=[CH:20][C:21]([OH:24])=[CH:22][CH:23]=1, predict the reactants needed to synthesize it. The reactants are: [NH2:1][C:2]1[N:7]=[CH:6][C:5]([C:8]2[CH:9]=[N:10][C:11]([O:14]C)=[CH:12][CH:13]=2)=[C:4]([CH2:16][CH3:17])[C:3]=1[C:18]1[CH:23]=[CH:22][C:21]([OH:24])=[CH:20][CH:19]=1. (4) Given the product [Br:1][C:2]1[CH:10]=[C:9]2[C:5](/[C:6](=[CH:16]/[C:15]3[CH:18]=[CH:19][CH:20]=[C:13]([Cl:12])[CH:14]=3)/[C:7](=[O:11])[NH:8]2)=[CH:4][CH:3]=1, predict the reactants needed to synthesize it. The reactants are: [Br:1][C:2]1[CH:10]=[C:9]2[C:5]([CH2:6][C:7](=[O:11])[NH:8]2)=[CH:4][CH:3]=1.[Cl:12][C:13]1[CH:14]=[C:15]([CH:18]=[CH:19][CH:20]=1)[CH:16]=O.N1CCCC1.ClC1C=C2C(/C(=C/C3C=CC=C(Cl)C=3)/C(=O)N2)=CC=1.